This data is from Full USPTO retrosynthesis dataset with 1.9M reactions from patents (1976-2016). The task is: Predict the reactants needed to synthesize the given product. (1) Given the product [C:1]([O:5][C:6]([N:8]1[CH2:9][CH2:10][CH:11]([C:14](=[O:16])[NH:37][CH:27]([CH2:26][CH2:25][CH2:24][C:18]2[CH:19]=[CH:20][CH:21]=[CH:22][CH:23]=2)[CH2:28][CH2:29][CH2:30][C:31]2[CH:32]=[CH:33][CH:34]=[CH:35][CH:36]=2)[CH2:12][CH2:13]1)=[O:7])([CH3:2])([CH3:3])[CH3:4], predict the reactants needed to synthesize it. The reactants are: [C:1]([O:5][C:6]([N:8]1[CH2:13][CH2:12][CH:11]([C:14]([OH:16])=O)[CH2:10][CH2:9]1)=[O:7])([CH3:4])([CH3:3])[CH3:2].Cl.[C:18]1([CH2:24][CH2:25][CH2:26][CH:27]([NH2:37])[CH2:28][CH2:29][CH2:30][C:31]2[CH:36]=[CH:35][CH:34]=[CH:33][CH:32]=2)[CH:23]=[CH:22][CH:21]=[CH:20][CH:19]=1.C(N(CC)CC)C.Cl.CN(C)CCCN=C=NCC. (2) Given the product [OH:1][CH:2]([CH:6]1[O:11][CH2:10][CH2:9][N:8]([C:12](=[O:20])[C:13]2[CH:18]=[CH:17][C:16]([CH3:19])=[CH:15][CH:14]=2)[CH2:7]1)[C:3]([NH:21][C:22]1[CH:23]=[CH:24][C:25]([C:28]2[NH:32][C:31](=[O:33])[O:30][N:29]=2)=[CH:26][CH:27]=1)=[O:5], predict the reactants needed to synthesize it. The reactants are: [OH:1][CH:2]([CH:6]1[O:11][CH2:10][CH2:9][N:8]([C:12](=[O:20])[C:13]2[CH:18]=[CH:17][C:16]([CH3:19])=[CH:15][CH:14]=2)[CH2:7]1)[C:3]([OH:5])=O.[NH2:21][C:22]1[CH:27]=[CH:26][C:25]([C:28]2[NH:29][O:30][C:31](=[O:33])[N:32]=2)=[CH:24][CH:23]=1.IC1C=C(C=CC=1)C(O)=O.FC1(F)CCNCC1.